From a dataset of NCI-60 drug combinations with 297,098 pairs across 59 cell lines. Regression. Given two drug SMILES strings and cell line genomic features, predict the synergy score measuring deviation from expected non-interaction effect. (1) Drug 1: C1=NC2=C(N=C(N=C2N1C3C(C(C(O3)CO)O)O)F)N. Drug 2: CCN(CC)CCCC(C)NC1=C2C=C(C=CC2=NC3=C1C=CC(=C3)Cl)OC. Cell line: HOP-92. Synergy scores: CSS=22.6, Synergy_ZIP=-5.53, Synergy_Bliss=1.13, Synergy_Loewe=-9.19, Synergy_HSA=-1.83. (2) Drug 1: C1=CC(=CC=C1CC(C(=O)O)N)N(CCCl)CCCl.Cl. Drug 2: C1=CC(=CC=C1CCCC(=O)O)N(CCCl)CCCl. Cell line: EKVX. Synergy scores: CSS=14.0, Synergy_ZIP=-0.252, Synergy_Bliss=5.37, Synergy_Loewe=3.58, Synergy_HSA=4.67. (3) Synergy scores: CSS=51.6, Synergy_ZIP=-5.65, Synergy_Bliss=-8.35, Synergy_Loewe=-10.6, Synergy_HSA=-1.80. Drug 1: CCN(CC)CCCC(C)NC1=C2C=C(C=CC2=NC3=C1C=CC(=C3)Cl)OC. Cell line: COLO 205. Drug 2: CC1=C(C(=O)C2=C(C1=O)N3CC4C(C3(C2COC(=O)N)OC)N4)N. (4) Drug 1: COC1=C(C=C2C(=C1)N=CN=C2NC3=CC(=C(C=C3)F)Cl)OCCCN4CCOCC4. Drug 2: CNC(=O)C1=NC=CC(=C1)OC2=CC=C(C=C2)NC(=O)NC3=CC(=C(C=C3)Cl)C(F)(F)F. Cell line: ACHN. Synergy scores: CSS=48.3, Synergy_ZIP=-0.962, Synergy_Bliss=-1.51, Synergy_Loewe=-0.133, Synergy_HSA=1.73. (5) Drug 2: C1=CN(C=N1)CC(O)(P(=O)(O)O)P(=O)(O)O. Cell line: SNB-75. Drug 1: CN1CCC(CC1)COC2=C(C=C3C(=C2)N=CN=C3NC4=C(C=C(C=C4)Br)F)OC. Synergy scores: CSS=18.0, Synergy_ZIP=-1.27, Synergy_Bliss=1.99, Synergy_Loewe=-0.621, Synergy_HSA=2.09. (6) Drug 1: C1=CC(=C2C(=C1NCCNCCO)C(=O)C3=C(C=CC(=C3C2=O)O)O)NCCNCCO. Drug 2: C1CCC(CC1)NC(=O)N(CCCl)N=O. Cell line: OVCAR-5. Synergy scores: CSS=12.2, Synergy_ZIP=-6.67, Synergy_Bliss=-2.71, Synergy_Loewe=-14.6, Synergy_HSA=-1.83. (7) Drug 1: COC1=NC(=NC2=C1N=CN2C3C(C(C(O3)CO)O)O)N. Drug 2: CCCCCOC(=O)NC1=NC(=O)N(C=C1F)C2C(C(C(O2)C)O)O. Cell line: CCRF-CEM. Synergy scores: CSS=51.1, Synergy_ZIP=1.20, Synergy_Bliss=-0.462, Synergy_Loewe=-28.4, Synergy_HSA=0.132. (8) Drug 1: CCC(=C(C1=CC=CC=C1)C2=CC=C(C=C2)OCCN(C)C)C3=CC=CC=C3.C(C(=O)O)C(CC(=O)O)(C(=O)O)O. Drug 2: CC1C(C(CC(O1)OC2CC(CC3=C2C(=C4C(=C3O)C(=O)C5=CC=CC=C5C4=O)O)(C(=O)C)O)N)O. Cell line: T-47D. Synergy scores: CSS=33.3, Synergy_ZIP=-4.29, Synergy_Bliss=-4.49, Synergy_Loewe=-4.34, Synergy_HSA=-1.36. (9) Drug 1: CC1C(C(CC(O1)OC2CC(CC3=C2C(=C4C(=C3O)C(=O)C5=C(C4=O)C(=CC=C5)OC)O)(C(=O)C)O)N)O.Cl. Drug 2: CN1C2=C(C=C(C=C2)N(CCCl)CCCl)N=C1CCCC(=O)O.Cl. Cell line: SN12C. Synergy scores: CSS=22.7, Synergy_ZIP=-5.21, Synergy_Bliss=2.72, Synergy_Loewe=-22.4, Synergy_HSA=1.87.